Dataset: Full USPTO retrosynthesis dataset with 1.9M reactions from patents (1976-2016). Task: Predict the reactants needed to synthesize the given product. (1) The reactants are: [CH2:1]([NH:3][C:4]([NH:6][C:7]1[CH:12]=[CH:11][C:10]([C:13]2[N:14]=[C:15]([N:23]3[CH2:28][CH2:27][O:26][CH2:25][CH2:24]3)[C:16]3[CH2:22][CH2:21][NH:20][CH2:19][C:17]=3[N:18]=2)=[CH:9][CH:8]=1)=[O:5])[CH3:2].[C:29]([C:31]1([C:34](O)=[O:35])[CH2:33][CH2:32]1)#[N:30]. Given the product [C:29]([C:31]1([C:34]([N:20]2[CH2:21][CH2:22][C:16]3[C:15]([N:23]4[CH2:24][CH2:25][O:26][CH2:27][CH2:28]4)=[N:14][C:13]([C:10]4[CH:9]=[CH:8][C:7]([NH:6][C:4]([NH:3][CH2:1][CH3:2])=[O:5])=[CH:12][CH:11]=4)=[N:18][C:17]=3[CH2:19]2)=[O:35])[CH2:33][CH2:32]1)#[N:30], predict the reactants needed to synthesize it. (2) Given the product [O:21]=[C:2]1[C:3]2([CH2:13][O:12][C:11]3[CH:14]=[C:15]4[C:19](=[CH:20][C:10]2=3)[CH2:18][CH2:17][O:16]4)[C:4]2[C:9](=[CH:8][CH:7]=[CH:6][CH:5]=2)[N:1]1[CH2:23][C:24]([O:26][CH2:27][CH3:28])=[O:25], predict the reactants needed to synthesize it. The reactants are: [NH:1]1[C:9]2[C:4](=[CH:5][CH:6]=[CH:7][CH:8]=2)[C:3]2([CH2:13][O:12][C:11]3[CH:14]=[C:15]4[C:19](=[CH:20][C:10]2=3)[CH2:18][CH2:17][O:16]4)[C:2]1=[O:21].Br[CH2:23][C:24]([O:26][CH2:27][CH3:28])=[O:25].C(=O)([O-])[O-].[Cs+].[Cs+]. (3) Given the product [ClH:1].[CH3:48][O:47][C:45](=[O:46])[C@H:44]([NH:43][C:35](=[O:36])[C:34]1[CH:38]=[CH:39][C:31]([NH:30][C:28]([C@H:9]2[C@H:8]([C:4]3[CH:5]=[CH:6][CH:7]=[C:2]([Cl:1])[C:3]=3[F:42])[C@:12]([C:15]3[CH:20]=[CH:19][C:18]([Cl:21])=[CH:17][C:16]=3[F:22])([C:13]#[N:14])[C@H:11]([CH2:23][C:24]([CH3:26])([CH3:27])[CH3:25])[NH:10]2)=[O:29])=[C:32]([O:40][CH3:41])[CH:33]=1)[CH2:49][CH2:50][C:51]([O:53][CH3:54])=[O:52], predict the reactants needed to synthesize it. The reactants are: [Cl:1][C:2]1[C:3]([F:42])=[C:4]([C@@H:8]2[C@:12]([C:15]3[CH:20]=[CH:19][C:18]([Cl:21])=[CH:17][C:16]=3[F:22])([C:13]#[N:14])[C@H:11]([CH2:23][C:24]([CH3:27])([CH3:26])[CH3:25])[NH:10][C@H:9]2[C:28]([NH:30][C:31]2[CH:39]=[CH:38][C:34]([C:35](O)=[O:36])=[CH:33][C:32]=2[O:40][CH3:41])=[O:29])[CH:5]=[CH:6][CH:7]=1.[NH2:43][C@H:44]([CH2:49][CH2:50][C:51]([O:53][CH3:54])=[O:52])[C:45]([O:47][CH3:48])=[O:46]. (4) Given the product [Br:1][C:2]1[CH:3]=[C:4]([CH2:7][N:8]([CH2:9][CH:10]([CH3:12])[CH3:11])[S:20]([C:15]2[CH:16]=[CH:17][CH:18]=[CH:19][C:14]=2[Cl:13])(=[O:22])=[O:21])[S:5][CH:6]=1, predict the reactants needed to synthesize it. The reactants are: [Br:1][C:2]1[CH:3]=[C:4]([CH2:7][NH:8][CH2:9][CH:10]([CH3:12])[CH3:11])[S:5][CH:6]=1.[Cl:13][C:14]1[CH:19]=[CH:18][CH:17]=[CH:16][C:15]=1[S:20](Cl)(=[O:22])=[O:21].C(N(CC)C(C)C)(C)C. (5) Given the product [CH2:1]([C@:8]1([OH:15])[CH2:13][CH2:12][N:11]([CH2:32][CH2:31][O:30][C:27]2[CH:28]=[CH:29][C:24]([O:23][CH2:16][C:17]3[CH:22]=[CH:21][CH:20]=[CH:19][CH:18]=3)=[CH:25][CH:26]=2)[CH2:10][C@@H:9]1[OH:14])[C:2]1[CH:3]=[CH:4][CH:5]=[CH:6][CH:7]=1, predict the reactants needed to synthesize it. The reactants are: [CH2:1]([C@:8]1([OH:15])[CH2:13][CH2:12][NH:11][CH2:10][C@@H:9]1[OH:14])[C:2]1[CH:7]=[CH:6][CH:5]=[CH:4][CH:3]=1.[CH2:16]([O:23][C:24]1[CH:29]=[CH:28][C:27]([O:30][CH2:31][CH2:32]Cl)=[CH:26][CH:25]=1)[C:17]1[CH:22]=[CH:21][CH:20]=[CH:19][CH:18]=1.C([O-])([O-])=O.[K+].[K+].O. (6) The reactants are: Br[C:2]1[N:6]([C:7]2[CH:12]=[CH:11][C:10]([C:13]#[N:14])=[CH:9][C:8]=2[CH3:15])[C:5]([CH2:16][CH2:17][C:18]([O:20][CH2:21][CH3:22])=[O:19])=[CH:4][CH:3]=1.C1[C:29]2[CH:28]=[CH:27][C:26]([O:30]B(OO)OO)=[CH:25][C:24]1=2.[C:36](=O)(O)[O-:37].[Na+]. Given the product [O:30]1[C:26]2[CH:27]=[CH:28][C:29]([C:2]3[N:6]([C:7]4[CH:12]=[CH:11][C:10]([C:13]#[N:14])=[CH:9][C:8]=4[CH3:15])[C:5]([CH2:16][CH2:17][C:18]([O:20][CH2:21][CH3:22])=[O:19])=[CH:4][CH:3]=3)=[CH:24][C:25]=2[O:37][CH2:36]1, predict the reactants needed to synthesize it. (7) Given the product [Br:1][C:2]1[N:3]=[C:4]([O:9][CH3:10])[C:5]([NH:8][S:17]([C:11]2[CH:16]=[CH:15][CH:14]=[CH:13][CH:12]=2)(=[O:19])=[O:18])=[N:6][CH:7]=1, predict the reactants needed to synthesize it. The reactants are: [Br:1][C:2]1[N:3]=[C:4]([O:9][CH3:10])[C:5]([NH2:8])=[N:6][CH:7]=1.[C:11]1([S:17](Cl)(=[O:19])=[O:18])[CH:16]=[CH:15][CH:14]=[CH:13][CH:12]=1. (8) The reactants are: [CH3:1][C:2]([CH3:21])([CH3:20])[CH2:3][N:4]([CH2:17][CH:18]=[O:19])[C:5]1[CH:12]=[CH:11][C:8]([C:9]#[N:10])=[C:7]([C:13]([F:16])([F:15])[F:14])[CH:6]=1.CC(=CC)C.[O-:27]Cl=O.[Na+].[OH-].[Na+]. Given the product [C:9]([C:8]1[CH:11]=[CH:12][C:5]([N:4]([CH2:3][C:2]([CH3:21])([CH3:20])[CH3:1])[CH2:17][C:18]([OH:27])=[O:19])=[CH:6][C:7]=1[C:13]([F:14])([F:15])[F:16])#[N:10], predict the reactants needed to synthesize it.